From a dataset of Reaction yield outcomes from USPTO patents with 853,638 reactions. Predict the reaction yield, written as a fraction of the theoretical maximum amount of product (1.0 means a 100% yield; for example, 0.34 means a 34% yield). (1) The reactants are [BH4-].[Na+].[C:3]1([S:9]([N:12]2[C:20]3[C:15](=[CH:16][C:17]([C:21](=O)[CH3:22])=[CH:18][CH:19]=3)[CH2:14][CH2:13]2)(=[O:11])=[O:10])[CH:8]=[CH:7][CH:6]=[CH:5][CH:4]=1.O.[OH-].[Na+]. The catalyst is C(O)(C(F)(F)F)=O. The product is [CH2:21]([C:17]1[CH:16]=[C:15]2[C:20](=[CH:19][CH:18]=1)[N:12]([S:9]([C:3]1[CH:8]=[CH:7][CH:6]=[CH:5][CH:4]=1)(=[O:11])=[O:10])[CH2:13][CH2:14]2)[CH3:22]. The yield is 0.470. (2) The reactants are [C:1](=[O:19])([O:4][C:5]1[CH:10]=[C:9]([N+:11]([O-])=O)[CH:8]=[CH:7][C:6]=1[O:14][C:15]([F:18])([F:17])[F:16])[O:2][CH3:3]. The catalyst is C(OCC)(=O)C.[Pd]. The product is [C:1](=[O:19])([O:2][CH3:3])[O:4][C:5]1[CH:10]=[C:9]([NH2:11])[CH:8]=[CH:7][C:6]=1[O:14][C:15]([F:18])([F:17])[F:16]. The yield is 0.840. (3) The reactants are [H-].[Na+].[OH:3][CH2:4][CH:5]1[CH2:10][CH2:9][CH:8]=[CH:7][O:6]1.[CH2:11](Br)[C:12]1[CH:17]=[CH:16][CH:15]=[CH:14][CH:13]=1. The catalyst is CN(C=O)C. The product is [CH2:11]([O:3][CH2:4][CH:5]1[CH2:10][CH2:9][CH:8]=[CH:7][O:6]1)[C:12]1[CH:17]=[CH:16][CH:15]=[CH:14][CH:13]=1. The yield is 0.100. (4) The reactants are Cl.[NH2:2][CH2:3][C:4]1[CH:9]=[C:8]([F:10])[C:7]([NH:11][S:12]([CH3:15])(=[O:14])=[O:13])=[C:6]([C:16]#[CH:17])[CH:5]=1.[C:18]([C:22]1[N:27]=[CH:26][C:25]([O:28][CH2:29][C:30](O)=[O:31])=[CH:24][CH:23]=1)([CH3:21])([CH3:20])[CH3:19].CN1C(=O)CCC1. The catalyst is C1COCC1. The product is [C:18]([C:22]1[N:27]=[CH:26][C:25]([O:28][CH2:29][C:30]([NH:2][CH2:3][C:4]2[CH:9]=[C:8]([F:10])[C:7]([NH:11][S:12]([CH3:15])(=[O:14])=[O:13])=[C:6]([C:16]#[CH:17])[CH:5]=2)=[O:31])=[CH:24][CH:23]=1)([CH3:21])([CH3:19])[CH3:20]. The yield is 0.333. (5) The reactants are [CH3:1][O:2][C:3](=[O:47])[CH2:4][C@H:5]([OH:46])[CH2:6][C@H:7]([OH:45])[CH:8]=[CH:9][C:10]1[N:11]([CH:42]([CH3:44])[CH3:43])[C:12]([C:29](=[O:41])[NH:30][C:31]2[CH:36]=[CH:35][C:34]([S:37](=[O:40])(=[O:39])[NH2:38])=[CH:33][CH:32]=2)=[C:13]([C:22]2[CH:27]=[CH:26][C:25]([F:28])=[CH:24][CH:23]=2)[C:14]=1[C:15]1[CH:20]=[CH:19][C:18]([F:21])=[CH:17][CH:16]=1. The catalyst is C1COCC1.C(O)C.[Pd]. The product is [CH3:1][O:2][C:3](=[O:47])[CH2:4][C@H:5]([OH:46])[CH2:6][C@H:7]([OH:45])[CH2:8][CH2:9][C:10]1[N:11]([CH:42]([CH3:44])[CH3:43])[C:12]([C:29](=[O:41])[NH:30][C:31]2[CH:32]=[CH:33][C:34]([S:37](=[O:39])(=[O:40])[NH2:38])=[CH:35][CH:36]=2)=[C:13]([C:22]2[CH:27]=[CH:26][C:25]([F:28])=[CH:24][CH:23]=2)[C:14]=1[C:15]1[CH:20]=[CH:19][C:18]([F:21])=[CH:17][CH:16]=1. The yield is 1.00. (6) The reactants are [F:1][C:2]([F:14])([F:13])[C:3](=O)/[CH:4]=[CH:5]/[C:6]1[CH:11]=[CH:10][CH:9]=[CH:8][CH:7]=1.Cl.[S:16]([C:20]1[CH:25]=[CH:24][C:23]([NH:26][NH2:27])=[CH:22][CH:21]=1)(=[O:19])(=[O:18])[NH2:17]. No catalyst specified. The product is [S:16]([C:20]1[CH:21]=[CH:22][C:23]([N:26]2[CH:5]([C:6]3[CH:11]=[CH:10][CH:9]=[CH:8][CH:7]=3)[CH2:4][C:3]([C:2]([F:14])([F:13])[F:1])=[N:27]2)=[CH:24][CH:25]=1)(=[O:19])(=[O:18])[NH2:17]. The yield is 0.730.